This data is from Forward reaction prediction with 1.9M reactions from USPTO patents (1976-2016). The task is: Predict the product of the given reaction. (1) Given the reactants [F:1][CH:2]([F:23])[O:3][C:4]1[CH:9]=[CH:8][C:7]([C:10]2[CH:11]=[C:12]3[C:16](=[CH:17][CH:18]=2)[C:15](=[O:19])[O:14][CH2:13]3)=[C:6]([OH:20])[C:5]=1[O:21][CH3:22].C(=O)([O-])[O-].[K+].[K+].Br[CH2:31][C:32]([CH3:36])([CH3:35])[CH2:33][OH:34], predict the reaction product. The product is: [F:23][CH:2]([F:1])[O:3][C:4]1[CH:9]=[CH:8][C:7]([C:10]2[CH:11]=[C:12]3[C:16](=[CH:17][CH:18]=2)[C:15](=[O:19])[O:14][CH2:13]3)=[C:6]([O:20][CH2:31][C:32]([CH3:36])([CH3:35])[CH2:33][OH:34])[C:5]=1[O:21][CH3:22]. (2) Given the reactants [H-].[Al+3].[Li+].[H-].[H-].[H-].C([O:10][CH2:11][CH2:12][O:13][C:14]1[N:19]=[C:18]([CH3:20])[C:17]([C:21]2[C:22]([CH3:31])=[C:23]([CH:28]=[CH:29][CH:30]=2)[C:24](OC)=[O:25])=[CH:16][C:15]=1[CH3:32])(=O)C.O, predict the reaction product. The product is: [OH:25][CH2:24][C:23]1[C:22]([CH3:31])=[C:21]([C:17]2[CH:16]=[C:15]([CH3:32])[C:14]([O:13][CH2:12][CH2:11][OH:10])=[N:19][C:18]=2[CH3:20])[CH:30]=[CH:29][CH:28]=1. (3) Given the reactants [Cl:1][C:2]1[C:3]([NH:12][S:13]([C:16]2[CH:25]=[CH:24][C:19]([C:20]([O:22][CH3:23])=[O:21])=[CH:18][CH:17]=2)(=[O:15])=[O:14])=[N:4][CH:5]=[C:6]([C:8]([F:11])([F:10])[F:9])[CH:7]=1.Br[CH2:27][C:28]1[CH:33]=[CH:32][C:31]([F:34])=[C:30]([C:35]([F:38])([F:37])[F:36])[CH:29]=1, predict the reaction product. The product is: [Cl:1][C:2]1[C:3]([N:12]([CH2:27][C:28]2[CH:33]=[CH:32][C:31]([F:34])=[C:30]([C:35]([F:38])([F:36])[F:37])[CH:29]=2)[S:13]([C:16]2[CH:25]=[CH:24][C:19]([C:20]([O:22][CH3:23])=[O:21])=[CH:18][CH:17]=2)(=[O:15])=[O:14])=[N:4][CH:5]=[C:6]([C:8]([F:11])([F:9])[F:10])[CH:7]=1. (4) Given the reactants [C:1]([O:5][C:6]([NH:8][CH:9]([C:13]([CH3:16])([CH3:15])[CH3:14])[C:10](O)=[O:11])=[O:7])([CH3:4])([CH3:3])[CH3:2].ClC(OCC(C)C)=O.C[N:26]1CCOCC1.[OH-].[NH4+], predict the reaction product. The product is: [NH2:26][C:10]([CH:9]([NH:8][C:6](=[O:7])[O:5][C:1]([CH3:4])([CH3:3])[CH3:2])[C:13]([CH3:16])([CH3:15])[CH3:14])=[O:11]. (5) Given the reactants I[C:2]1[N:3]=[N:4][C:5]([O:8][CH:9]([C:11]2[CH:16]=[CH:15][CH:14]=[CH:13][CH:12]=2)[CH3:10])=[CH:6][CH:7]=1.[C:17]([C:19]1[CH:26]=[CH:25][C:22]([CH:23]=[O:24])=[CH:21][CH:20]=1)#[CH:18], predict the reaction product. The product is: [C:11]1([CH:9]([O:8][C:5]2[N:4]=[N:3][C:2]([C:18]#[C:17][C:19]3[CH:26]=[CH:25][C:22]([CH:23]=[O:24])=[CH:21][CH:20]=3)=[CH:7][CH:6]=2)[CH3:10])[CH:16]=[CH:15][CH:14]=[CH:13][CH:12]=1. (6) Given the reactants [NH2:1][C:2]1[CH:3]=[C:4]([C:26]([F:29])([F:28])[F:27])[C:5]2[N:6]([C:8]([Cl:25])=[C:9]([C:11]([N:13]3[CH2:17][CH2:16][CH:15]([C:18]4[CH:23]=[CH:22][C:21]([F:24])=[CH:20][CH:19]=4)[CH2:14]3)=[O:12])[N:10]=2)[CH:7]=1.N1C=CC=CC=1.[C:36](Cl)(=[O:38])[CH3:37], predict the reaction product. The product is: [Cl:25][C:8]1[N:6]2[CH:7]=[C:2]([NH:1][C:36](=[O:38])[CH3:37])[CH:3]=[C:4]([C:26]([F:29])([F:28])[F:27])[C:5]2=[N:10][C:9]=1[C:11]([N:13]1[CH2:17][CH2:16][CH:15]([C:18]2[CH:19]=[CH:20][C:21]([F:24])=[CH:22][CH:23]=2)[CH2:14]1)=[O:12].